Predict which catalyst facilitates the given reaction. From a dataset of Catalyst prediction with 721,799 reactions and 888 catalyst types from USPTO. Reactant: C(O[K])(C)(C)C.[CH3:7][C:8]1[CH:13]=[CH:12][N:11]=[C:10]([C:14]2[NH:18][N:17]=[C:16]([C:19]([F:22])([F:21])[F:20])[CH:15]=2)[CH:9]=1.[CH:23](=O)[C:24]1[CH:29]=[CH:28][CH:27]=[CH:26][CH:25]=1. Product: [CH:7](/[C:8]1[CH:13]=[CH:12][N:11]=[C:10]([C:14]2[NH:18][N:17]=[C:16]([C:19]([F:22])([F:20])[F:21])[CH:15]=2)[CH:9]=1)=[CH:23]\[C:24]1[CH:29]=[CH:28][CH:27]=[CH:26][CH:25]=1. The catalyst class is: 3.